Dataset: Forward reaction prediction with 1.9M reactions from USPTO patents (1976-2016). Task: Predict the product of the given reaction. Given the reactants [C:1]1([CH3:9])[C:2]([CH:7]=[O:8])=[CH:3][CH:4]=[CH:5][CH:6]=1.[CH:10]([C:12]([CH3:14])=[O:13])=[CH2:11].C(N(CC)CC)C.O, predict the reaction product. The product is: [CH3:9][C:1]1[CH:6]=[CH:5][CH:4]=[CH:3][C:2]=1[C:7](=[O:8])[CH2:11][CH2:10][C:12](=[O:13])[CH3:14].